Dataset: Catalyst prediction with 721,799 reactions and 888 catalyst types from USPTO. Task: Predict which catalyst facilitates the given reaction. (1) Reactant: [CH2:1]([C@@:5]1([CH2:28][CH3:29])[NH:11][C@@H:10]([C:12]2[CH:17]=[CH:16][CH:15]=[CH:14][CH:13]=2)[C:9]2[CH:18]=[C:19]([O:24][CH3:25])[C:20]([CH:22]=O)=[CH:21][C:8]=2[S:7](=[O:27])(=[O:26])[CH2:6]1)[CH2:2][CH2:3][CH3:4].[NH2:30][CH:31]([CH2:37][C:38]([O:40][CH3:41])=[O:39])[CH2:32][C:33]([O:35][CH3:36])=[O:34].C(O)(=O)C. Product: [CH2:1]([C@@:5]1([CH2:28][CH3:29])[NH:11][C@@H:10]([C:12]2[CH:17]=[CH:16][CH:15]=[CH:14][CH:13]=2)[C:9]2[CH:18]=[C:19]([O:24][CH3:25])[C:20]([CH2:22][NH:30][CH:31]([CH2:32][C:33]([O:35][CH3:36])=[O:34])[CH2:37][C:38]([O:40][CH3:41])=[O:39])=[CH:21][C:8]=2[S:7](=[O:26])(=[O:27])[CH2:6]1)[CH2:2][CH2:3][CH3:4]. The catalyst class is: 26. (2) Reactant: [CH:1]1([NH2:4])[CH2:3][CH2:2]1.[CH2:5]1[C:10](=[O:11])[O:9][CH2:8][C:6]1=O.C1(C)C=CC=CC=1.O. Product: [CH:1]1([NH:4][C:6]2[CH2:8][O:9][C:10](=[O:11])[CH:5]=2)[CH2:3][CH2:2]1. The catalyst class is: 15.